From a dataset of Forward reaction prediction with 1.9M reactions from USPTO patents (1976-2016). Predict the product of the given reaction. (1) Given the reactants [CH3:1][C:2]1[C:6]2[C:7](=[O:20])[N:8]([CH2:12][CH2:13][N:14]3[CH2:19][CH2:18][O:17][CH2:16][CH2:15]3)[CH2:9][CH2:10][CH2:11][C:5]=2[NH:4][C:3]=1[CH:21]=O.[Cl:23][C:24]1[CH:25]=[C:26]2[C:30](=[CH:31][CH:32]=1)[NH:29][C:28](=[O:33])[CH2:27]2.N1CCCCC1, predict the reaction product. The product is: [Cl:23][C:24]1[CH:25]=[C:26]2[C:30](=[CH:31][CH:32]=1)[NH:29][C:28](=[O:33])[C:27]2=[CH:21][C:3]1[NH:4][C:5]2[CH2:11][CH2:10][CH2:9][N:8]([CH2:12][CH2:13][N:14]3[CH2:15][CH2:16][O:17][CH2:18][CH2:19]3)[C:7](=[O:20])[C:6]=2[C:2]=1[CH3:1]. (2) The product is: [Cl:1][C:2]1[CH:10]=[CH:9][CH:8]=[C:7]([F:11])[C:3]=1[C:4]([N:14]([CH2:12][CH3:13])[CH2:15][C:16]([CH2:22][NH:23][C:24]1[CH:32]=[C:31]([CH3:33])[CH:30]=[C:29]2[C:25]=1[CH:26]=[N:27][N:28]2[C:34]1[CH:35]=[CH:36][C:37]([F:40])=[CH:38][CH:39]=1)([OH:21])[C:17]([F:18])([F:20])[F:19])=[O:5]. Given the reactants [Cl:1][C:2]1[CH:10]=[CH:9][CH:8]=[C:7]([F:11])[C:3]=1[C:4](Cl)=[O:5].[CH2:12]([NH:14][CH2:15][C:16]([CH2:22][NH:23][C:24]1[CH:32]=[C:31]([CH3:33])[CH:30]=[C:29]2[C:25]=1[CH:26]=[N:27][N:28]2[C:34]1[CH:39]=[CH:38][C:37]([F:40])=[CH:36][CH:35]=1)([OH:21])[C:17]([F:20])([F:19])[F:18])[CH3:13], predict the reaction product. (3) Given the reactants C[N:2](C)[CH:3]=[C:4]([N+:7]([O-:9])=[O:8])[CH:5]=O.[C:11]([C:14]1[CH:19]=[CH:18][N:17]=[CH:16][CH:15]=1)(=O)[CH3:12].CC(C)([O-])C.[K+].C([O-])(=O)C.[NH4+], predict the reaction product. The product is: [N+:7]([C:4]1[CH:5]=[CH:12][C:11]([C:14]2[CH:19]=[CH:18][N:17]=[CH:16][CH:15]=2)=[N:2][CH:3]=1)([O-:9])=[O:8]. (4) The product is: [O:16]=[C:9]([C:10]1[CH:15]=[CH:14][CH:13]=[CH:12][CH:11]=1)[CH2:7][C:6]#[N:8]. Given the reactants [Li]CCCC.[C:6](#[N:8])[CH3:7].[C:9](OC)(=[O:16])[C:10]1[CH:15]=[CH:14][CH:13]=[CH:12][CH:11]=1.C(#N)C.C(=O)=O, predict the reaction product. (5) Given the reactants C(O[C:6](=O)[N:7]([CH2:9][C:10]([C:12]1[CH:17]=[CH:16][CH:15]=[C:14]([O:18][CH3:19])[CH:13]=1)=[O:11])C)(C)(C)C.N#N.[ClH:23].O1CCOCC1, predict the reaction product. The product is: [ClH:23].[CH3:19][O:18][C:14]1[CH:13]=[C:12]([C:10](=[O:11])[CH2:9][NH:7][CH3:6])[CH:17]=[CH:16][CH:15]=1. (6) Given the reactants [Br:1][C:2]1[NH:3][C:4]([CH3:12])=[C:5]([C:7]([O:9][CH2:10][CH3:11])=[O:8])[N:6]=1.[H-].[Na+].Br[CH2:16][CH2:17][CH2:18][OH:19], predict the reaction product. The product is: [Br:1][C:2]1[N:3]([CH2:16][CH2:17][CH2:18][OH:19])[C:4]([CH3:12])=[C:5]([C:7]([O:9][CH2:10][CH3:11])=[O:8])[N:6]=1. (7) Given the reactants O(C(C)(C)C)[Na].[C:7]([C:10]1[CH:15]=[CH:14][CH:13]=[CH:12][CH:11]=1)(=[O:9])[CH3:8], predict the reaction product. The product is: [CH3:8][CH:7]([OH:9])[C:10]1[CH:15]=[CH:14][CH:13]=[CH:12][CH:11]=1.